Dataset: Forward reaction prediction with 1.9M reactions from USPTO patents (1976-2016). Task: Predict the product of the given reaction. (1) Given the reactants [S:1]1[CH:5]=[CH:4][N:3]=[CH:2]1.[CH3:6]N(C=O)C, predict the reaction product. The product is: [S:1]1[CH:5]=[CH:4][CH:6]=[CH:2]1.[S:1]1[CH:5]=[CH:4][N:3]=[CH:2]1. (2) Given the reactants [NH2:1][C@H:2]1[CH2:6][CH2:5][N:4]([C:7]2[CH:19]=[CH:18][C:10]([C:11]([O:13][C:14]([CH3:17])([CH3:16])[CH3:15])=[O:12])=[CH:9][CH:8]=2)[CH2:3]1.CCN(CC)CC.Cl[C:28](Cl)([O:30][C:31](=[O:37])OC(Cl)(Cl)Cl)Cl.[F:39][C:40]([F:44])([F:43])CO, predict the reaction product. The product is: [F:39][C:40]([F:44])([F:43])[CH2:28][O:30][C:31]([NH:1][C@H:2]1[CH2:6][CH2:5][N:4]([C:7]2[CH:19]=[CH:18][C:10]([C:11]([O:13][C:14]([CH3:16])([CH3:15])[CH3:17])=[O:12])=[CH:9][CH:8]=2)[CH2:3]1)=[O:37]. (3) Given the reactants CCN(C(C)C)C(C)C.OC(C(F)(F)F)=O.[NH2:17][CH2:18][C:19]([N:21]1[CH2:26][CH2:25][N:24]([C:27](=[O:38])[C:28]2[CH:33]=[CH:32][CH:31]=[CH:30][C:29]=2[C:34]([F:37])([F:36])[F:35])[CH2:23][CH2:22]1)=[O:20].C1C=CC2N(O)N=NC=2C=1.CCN=C=NCCCN(C)C.Cl.[O:61]([C:68]1[CH:69]=[C:70]([CH:74]=[CH:75][CH:76]=1)[C:71](O)=[O:72])[C:62]1[CH:67]=[CH:66][CH:65]=[CH:64][CH:63]=1, predict the reaction product. The product is: [O:20]=[C:19]([N:21]1[CH2:22][CH2:23][N:24]([C:27](=[O:38])[C:28]2[CH:33]=[CH:32][CH:31]=[CH:30][C:29]=2[C:34]([F:37])([F:35])[F:36])[CH2:25][CH2:26]1)[CH2:18][NH:17][C:71](=[O:72])[C:70]1[CH:74]=[CH:75][CH:76]=[C:68]([O:61][C:62]2[CH:63]=[CH:64][CH:65]=[CH:66][CH:67]=2)[CH:69]=1. (4) The product is: [CH3:25][N:3]([CH3:2])[CH2:4][CH2:5][CH2:6][C:7]1([C:18]2[CH:19]=[CH:20][C:21]([F:24])=[CH:22][CH:23]=2)[C:11]2[CH:12]=[CH:13][C:14]([C:16]([N:26]3[CH2:31][CH2:30][O:29][CH2:28][CH2:27]3)=[NH:17])=[CH:15][C:10]=2[CH2:9][O:8]1. Given the reactants Br.[CH3:2][N:3]([CH3:25])[CH2:4][CH2:5][CH2:6][C:7]1([C:18]2[CH:23]=[CH:22][C:21]([F:24])=[CH:20][CH:19]=2)[C:11]2[CH:12]=[CH:13][C:14]([C:16]#[N:17])=[CH:15][C:10]=2[CH2:9][O:8]1.[NH:26]1[CH2:31][CH2:30][O:29][CH2:28][CH2:27]1, predict the reaction product. (5) Given the reactants [NH2:1][C:2]1[C:11]2[C:6](=[CH:7][CH:8]=[CH:9][CH:10]=2)[CH:5]=[CH:4][CH:3]=1.C(N(CC)CC)C.Br[CH:20]([CH3:26])[C:21]([O:23][CH2:24][CH3:25])=[O:22], predict the reaction product. The product is: [C:2]1([NH:1][CH:20]([CH3:26])[C:21]([O:23][CH2:24][CH3:25])=[O:22])[C:11]2[C:6](=[CH:7][CH:8]=[CH:9][CH:10]=2)[CH:5]=[CH:4][CH:3]=1. (6) The product is: [CH3:36][C:37]1[CH:42]=[CH:41][C:40]([S:43]([O:34][CH2:33][C@:18]23[CH2:19][C@H:20]2[C@:21]([C:25]2[CH:30]=[C:29]([Br:31])[CH:28]=[CH:27][C:26]=2[F:32])([CH2:23][F:24])[N:22]=[C:16]([N:7]([C:6]([O:5][C:1]([CH3:4])([CH3:2])[CH3:3])=[O:35])[CH2:8][O:9][CH2:10][CH2:11][Si:12]([CH3:13])([CH3:14])[CH3:15])[S:17]3)(=[O:45])=[O:44])=[CH:39][CH:38]=1. Given the reactants [C:1]([O:5][C:6](=[O:35])[N:7]([C:16]1[S:17][C@:18]2([CH2:33][OH:34])[C@H:20]([C@:21]([C:25]3[CH:30]=[C:29]([Br:31])[CH:28]=[CH:27][C:26]=3[F:32])([CH2:23][F:24])[N:22]=1)[CH2:19]2)[CH2:8][O:9][CH2:10][CH2:11][Si:12]([CH3:15])([CH3:14])[CH3:13])([CH3:4])([CH3:3])[CH3:2].[CH3:36][C:37]1[CH:42]=[CH:41][C:40]([S:43](Cl)(=[O:45])=[O:44])=[CH:39][CH:38]=1, predict the reaction product.